Predict the product of the given reaction. From a dataset of Forward reaction prediction with 1.9M reactions from USPTO patents (1976-2016). (1) Given the reactants [CH:1]([C:4]1[C:13]2[C:8](=[CH:9][CH:10]=[CH:11][CH:12]=2)[C:7](=[O:14])[NH:6][N:5]=1)([CH3:3])[CH3:2].CC([O-])(C)C.[K+].C1(P([NH:35]O)(C2C=CC=CC=2)=O)C=CC=CC=1, predict the reaction product. The product is: [NH2:35][N:6]1[N:5]=[C:4]([CH:1]([CH3:3])[CH3:2])[C:13]2[C:8](=[CH:9][CH:10]=[CH:11][CH:12]=2)[C:7]1=[O:14]. (2) Given the reactants [Cl:1][C:2]1[CH:3]=[C:4]([S:8]([C:11]2[CH:19]=[CH:18][C:17]3[N:16]([CH3:20])[C:15]4[CH2:21][CH:22]5[NH:26][CH:25]([C:14]=4[C:13]=3[C:12]=2C(OC(C)(C)C)=O)[CH2:24][CH2:23]5)(=[O:10])=[O:9])[CH:5]=[CH:6][CH:7]=1.Cl, predict the reaction product. The product is: [ClH:1].[Cl:1][C:2]1[CH:3]=[C:4]([S:8]([C:11]2[CH:12]=[C:13]3[C:17](=[CH:18][CH:19]=2)[N:16]([CH3:20])[C:15]2[CH2:21][CH:22]4[NH:26][CH:25]([C:14]3=2)[CH2:24][CH2:23]4)(=[O:9])=[O:10])[CH:5]=[CH:6][CH:7]=1. (3) Given the reactants [O:1]=[C:2]1[C:10]2[C:5](=[CH:6][CH:7]=[CH:8][CH:9]=2)[C:4](=[O:11])[N:3]1[CH2:12][CH:13]1[CH2:18][CH2:17][CH2:16][CH:15]([NH:19]C(=O)OC(C)(C)C)[CH2:14]1.C(O)(C(F)(F)F)=O, predict the reaction product. The product is: [NH2:19][CH:15]1[CH2:16][CH2:17][CH2:18][CH:13]([CH2:12][N:3]2[C:2](=[O:1])[C:10]3[C:5](=[CH:6][CH:7]=[CH:8][CH:9]=3)[C:4]2=[O:11])[CH2:14]1. (4) Given the reactants Br[C:2]1[C:11]2[C:6](=[CH:7][CH:8]=[CH:9][CH:10]=2)[C:5](=[O:12])[O:4][C:3]=1[CH:13]([O:15][Si:16]([C:19]([CH3:22])([CH3:21])[CH3:20])([CH3:18])[CH3:17])[CH3:14].C1(C)C=CC=CC=1.C([Sn](CCCC)(CCCC)[C:35]1[CH:40]=[CH:39][CH:38]=[CH:37][N:36]=1)CCC, predict the reaction product. The product is: [Si:16]([O:15][CH:13]([C:3]1[O:4][C:5](=[O:12])[C:6]2[C:11]([C:2]=1[C:35]1[CH:40]=[CH:39][CH:38]=[CH:37][N:36]=1)=[CH:10][CH:9]=[CH:8][CH:7]=2)[CH3:14])([C:19]([CH3:22])([CH3:21])[CH3:20])([CH3:18])[CH3:17]. (5) Given the reactants [N+:1]([C:4]1[CH:5]=[C:6]2[C:10](=[CH:11][CH:12]=1)[N:9]([CH2:13][O:14][CH2:15][CH2:16][Si:17]([CH3:20])([CH3:19])[CH3:18])[N:8]=[CH:7]2)([O-])=O, predict the reaction product. The product is: [CH3:18][Si:17]([CH3:20])([CH3:19])[CH2:16][CH2:15][O:14][CH2:13][N:9]1[C:10]2[C:6](=[CH:5][C:4]([NH2:1])=[CH:12][CH:11]=2)[CH:7]=[N:8]1. (6) Given the reactants [CH3:1][N:2]1[C:6]2[CH:7]=[CH:8][C:9]([C:11]3[C:12]([C:17]4[CH:22]=[CH:21][CH:20]=[CH:19][CH:18]=4)=[N:13][NH:14][C:15]=3[CH3:16])=[CH:10][C:5]=2[N:4]([CH3:23])[C:3]1=[O:24].[CH2:25](N(CC)CC)C.[C:32](Cl)(=[O:34])[CH3:33], predict the reaction product. The product is: [CH3:1][N:2]1[C:6]2[CH:7]=[CH:8][C:9]([C:11]3[C:12]([C:17]4[CH:18]=[CH:19][CH:20]=[CH:21][CH:22]=4)=[N:13][NH:14][C:15]=3[CH3:16])=[CH:10][C:5]=2[N:4]([CH3:23])[C:3]1=[O:24].[C:32]([N:14]1[C:15]([CH3:16])=[C:11]([C:9]2[CH:8]=[CH:7][C:6]3[N:2]([CH3:1])[C:3](=[O:24])[N:4]([CH3:23])[C:5]=3[CH:10]=2)[C:12]([C:17]2[CH:18]=[C:19]([CH3:25])[CH:20]=[CH:21][CH:22]=2)=[N:13]1)(=[O:34])[CH3:33]. (7) Given the reactants [NH2:1][C:2]1[O:3][CH2:4][C:5]2([N:21]=1)[CH:18]1[CH:13]([CH2:14][CH2:15][CH:16]([OH:19])[CH2:17]1)[O:12][C:11]1[C:6]2=[CH:7][C:8](Br)=[CH:9][CH:10]=1.[Cl:22][C:23]1[CH:24]=[C:25](B(O)O)[CH:26]=[N:27][CH:28]=1.C([O-])([O-])=O.[Na+].[Na+].O1CCOCC1, predict the reaction product. The product is: [NH2:1][C:2]1[O:3][CH2:4][C:5]2([N:21]=1)[C@@H:18]1[C@H:13]([CH2:14][CH2:15][CH:16]([OH:19])[CH2:17]1)[O:12][C:11]1[C:6]2=[CH:7][C:8]([C:25]2[CH:26]=[N:27][CH:28]=[C:23]([Cl:22])[CH:24]=2)=[CH:9][CH:10]=1.